From a dataset of Full USPTO retrosynthesis dataset with 1.9M reactions from patents (1976-2016). Predict the reactants needed to synthesize the given product. (1) Given the product [Br:4][C:5]1[CH:6]=[C:7]2[C:12](=[C:13]([CH3:15])[CH:14]=1)[N:11]=[C:10]([O:26][CH3:25])[C:9]([C:17]1[CH:22]=[CH:21][CH:20]=[C:19]([F:23])[CH:18]=1)=[C:8]2[Cl:24], predict the reactants needed to synthesize it. The reactants are: C[O-].[Na+].[Br:4][C:5]1[CH:6]=[C:7]2[C:12](=[C:13]([CH3:15])[CH:14]=1)[N:11]=[C:10](Cl)[C:9]([C:17]1[CH:22]=[CH:21][CH:20]=[C:19]([F:23])[CH:18]=1)=[C:8]2[Cl:24].[C:25]([O-])(O)=[O:26].[Na+]. (2) Given the product [CH2:1]([O:3][C:4]([C:6]1([C:9]2[CH:10]=[CH:11][C:12]([C:15]3[CH:20]=[CH:19][C:18]([C:21]4[CH:22]=[N:23][N:24]([CH3:34])[C:25]=4[NH2:26])=[CH:17][CH:16]=3)=[CH:13][CH:14]=2)[CH2:8][CH2:7]1)=[O:5])[CH3:2], predict the reactants needed to synthesize it. The reactants are: [CH2:1]([O:3][C:4]([C:6]1([C:9]2[CH:14]=[CH:13][C:12]([C:15]3[CH:20]=[CH:19][C:18]([C:21]4[CH:22]=[N:23][N:24]([CH3:34])[C:25]=4[NH:26]C(OC(C)(C)C)=O)=[CH:17][CH:16]=3)=[CH:11][CH:10]=2)[CH2:8][CH2:7]1)=[O:5])[CH3:2]. (3) Given the product [Br:9][C:10]1[CH:11]=[C:12]2[C:18]([C:19]([NH:8][CH2:7][CH2:6][C:2]3[S:1][CH:5]=[CH:4][CH:3]=3)=[O:20])=[CH:17][NH:16][C:13]2=[N:14][CH:15]=1, predict the reactants needed to synthesize it. The reactants are: [S:1]1[CH:5]=[CH:4][CH:3]=[C:2]1[CH2:6][CH2:7][NH2:8].[Br:9][C:10]1[CH:11]=[C:12]2[C:18]([C:19](OC)=[O:20])=[CH:17][NH:16][C:13]2=[N:14][CH:15]=1. (4) Given the product [NH2:21][C:20]1[S:22][C:16](=[CH:28][C:30]2[N:31]=[C:32]3[C:37](=[CH:38][CH:39]=2)[N:36]=[CH:35][C:34]([C:40]#[N:41])=[CH:33]3)[C:17](=[O:18])[N:19]=1, predict the reactants needed to synthesize it. The reactants are: COC1C=CC(/C=[C:16]2/[C:17]([NH:19][C:20]([S:22]/2)=[NH:21])=[O:18])=CC=1OC1CCCC1.C(O[Na])(C)=O.[CH:28]([C:30]1[N:31]=[C:32]2[C:37](=[CH:38][CH:39]=1)[N:36]=[CH:35][C:34]([C:40]#[N:41])=[CH:33]2)=O. (5) Given the product [I-:21].[Cl:1][C:2]1[C:15]2[C:14](=[O:16])[C:13]3[C:8](=[CH:9][CH:10]=[CH:11][CH:12]=3)[S:7][C:6]=2[C:5]([O:17][CH2:18][CH2:19][CH2:20][N+:23]([CH2:27][CH2:28][OH:29])([CH2:24][CH2:25][OH:26])[CH3:22])=[CH:4][CH:3]=1, predict the reactants needed to synthesize it. The reactants are: [Cl:1][C:2]1[C:15]2[C:14](=[O:16])[C:13]3[C:8](=[CH:9][CH:10]=[CH:11][CH:12]=3)[S:7][C:6]=2[C:5]([O:17][CH2:18][CH2:19][CH2:20][I:21])=[CH:4][CH:3]=1.[CH3:22][N:23]([CH2:27][CH2:28][OH:29])[CH2:24][CH2:25][OH:26].[I-].ClCCl.C(O)(C)C.